Dataset: Catalyst prediction with 721,799 reactions and 888 catalyst types from USPTO. Task: Predict which catalyst facilitates the given reaction. (1) Reactant: [NH2:1][CH2:2][C:3]1[C:12]2[C:7](=[CH:8][CH:9]=[CH:10][CH:11]=2)[C:6](=[O:13])[N:5]([NH:14][C:15](=[O:24])[CH2:16][C:17]2[CH:22]=[CH:21][C:20]([Cl:23])=[CH:19][CH:18]=2)[N:4]=1.CCN(C(C)C)C(C)C.[C:34](Cl)(=[O:42])[O:35][CH:36]1[CH2:41][CH2:40][CH2:39][CH2:38][CH2:37]1. Product: [CH:36]1([O:35][C:34](=[O:42])[NH:1][CH2:2][C:3]2[C:12]3[C:7](=[CH:8][CH:9]=[CH:10][CH:11]=3)[C:6](=[O:13])[N:5]([NH:14][C:15](=[O:24])[CH2:16][C:17]3[CH:18]=[CH:19][C:20]([Cl:23])=[CH:21][CH:22]=3)[N:4]=2)[CH2:41][CH2:40][CH2:39][CH2:38][CH2:37]1. The catalyst class is: 158. (2) Reactant: [CH2:1]([C@@:4]1([CH3:31])[CH2:9][C@H:8]([C:10]2[CH:15]=[CH:14][CH:13]=[C:12]([Cl:16])[CH:11]=2)[C@@H:7]([C:17]2[CH:22]=[CH:21][C:20]([Cl:23])=[CH:19][CH:18]=2)[N:6]([CH:24]([CH2:28][CH3:29])[C:25]([OH:27])=O)[C:5]1=[O:30])[CH:2]=[CH2:3].CN(C(ON1N=NC2C=CC=NC1=2)=[N+](C)C)C.F[P-](F)(F)(F)(F)F.[C:56]([NH2:60])([CH3:59])([CH3:58])[CH3:57]. Product: [CH2:1]([C:4]1([CH3:31])[CH2:9][C@H:8]([C:10]2[CH:15]=[CH:14][CH:13]=[C:12]([Cl:16])[CH:11]=2)[C@@H:7]([C:17]2[CH:18]=[CH:19][C:20]([Cl:23])=[CH:21][CH:22]=2)[N:6]([CH:24]([CH2:28][CH3:29])[C:25]([NH:60][C:56]([CH3:59])([CH3:58])[CH3:57])=[O:27])[C:5]1=[O:30])[CH:2]=[CH2:3]. The catalyst class is: 3. (3) Reactant: [C:1]([O:9]CC)(=O)[CH2:2][C:3]([O:5][CH2:6][CH3:7])=[O:4].[H-].[Na+].[H][H].[CH3:16][N:17]1[C:22]2[CH:23]=[CH:24][C:25]([CH3:27])=[CH:26][C:21]=2[C:20](=O)[O:19]C1=O.Cl. Product: [CH2:6]([O:5][C:3]([C:2]1[C:1](=[O:9])[N:17]([CH3:16])[C:22]2[C:21]([C:20]=1[OH:19])=[CH:26][C:25]([CH3:27])=[CH:24][CH:23]=2)=[O:4])[CH3:7]. The catalyst class is: 44. (4) The catalyst class is: 12. Product: [ClH:34].[Cl:35][C:30]1[CH:29]=[C:28]([S:25]([C:6]2[CH:5]=[CH:4][C:3]([C:1]#[N:2])=[CH:8][C:7]=2[S:9]([N:12]2[CH2:13][CH2:14][NH:15][CH2:16][CH2:17]2)(=[O:10])=[O:11])(=[O:26])=[O:27])[CH:33]=[C:32]([Cl:34])[CH:31]=1. Reactant: [C:1]([C:3]1[CH:4]=[CH:5][C:6]([S:25]([C:28]2[CH:33]=[C:32]([Cl:34])[CH:31]=[C:30]([Cl:35])[CH:29]=2)(=[O:27])=[O:26])=[C:7]([S:9]([N:12]2[CH2:17][CH2:16][N:15](C(OC(C)(C)C)=O)[CH2:14][CH2:13]2)(=[O:11])=[O:10])[CH:8]=1)#[N:2].Cl. (5) Reactant: C(OC[N:9]1[C:18](=[O:19])[C:17]2[C:12](=[CH:13][C:14]([O:24][CH2:25][CH2:26][O:27][CH3:28])=[CH:15][C:16]=2[O:20][CH2:21][CH2:22][Cl:23])[N:11]=[CH:10]1)(=O)C(C)(C)C.N. Product: [Cl:23][CH2:22][CH2:21][O:20][C:16]1[CH:15]=[C:14]([O:24][CH2:25][CH2:26][O:27][CH3:28])[CH:13]=[C:12]2[C:17]=1[C:18](=[O:19])[NH:9][CH:10]=[N:11]2. The catalyst class is: 5. (6) Reactant: [Cl:1][C:2]1[N:7]=[C:6](Cl)[CH:5]=[CH:4][N:3]=1.[N:9]1([C:15]([O:17][C:18]([CH3:21])([CH3:20])[CH3:19])=[O:16])[CH2:14][CH2:13][NH:12][CH2:11][CH2:10]1.C(=O)([O-])O.[Na+]. Product: [Cl:1][C:2]1[N:7]=[C:6]([N:12]2[CH2:11][CH2:10][N:9]([C:15]([O:17][C:18]([CH3:21])([CH3:20])[CH3:19])=[O:16])[CH2:14][CH2:13]2)[CH:5]=[CH:4][N:3]=1. The catalyst class is: 8.